Predict the product of the given reaction. From a dataset of Forward reaction prediction with 1.9M reactions from USPTO patents (1976-2016). (1) Given the reactants [CH3:1][C@:2]12[CH2:19][CH2:18][C@H:17]3[C@@H:7]([CH2:8][CH2:9][C@@H:10]4[C@:15]3([CH3:16])[CH2:14][CH2:13][C@H:12](O)[CH2:11]4)[C@@H:6]1[CH2:5][CH2:4][CH2:3]2.C1C=CC(P(C2C=CC=CC=2)C2C=CC=CC=2)=CC=1.CC(OC(/N=N/C(OC(C)C)=O)=O)C.P([N:70]=[N+:71]=[N-:72])(OC1C=CC=CC=1)(OC1C=CC=CC=1)=O, predict the reaction product. The product is: [N:70]([C@@H:12]1[CH2:11][CH2:10][C@@:15]2([CH3:16])[C@@H:14]([CH2:9][CH2:8][C@@H:7]3[C@@H:17]2[CH2:18][CH2:19][C@@:2]2([CH3:1])[C@H:6]3[CH2:5][CH2:4][CH2:3]2)[CH2:13]1)=[N+:71]=[N-:72]. (2) Given the reactants [C:1]([NH:8][CH2:9][C:10]#[CH:11])([O:3][C:4]([CH3:7])([CH3:6])[CH3:5])=[O:2].C[Si]([N:16]=[N+:17]=[N-:18])(C)C, predict the reaction product. The product is: [N:16]1[NH:17][N:18]=[C:10]([CH2:9][NH:8][C:1](=[O:2])[O:3][C:4]([CH3:5])([CH3:6])[CH3:7])[CH:11]=1. (3) Given the reactants Br[C:2]1[CH:3]=[C:4]2[C:8](=[CH:9][CH:10]=1)[NH:7][CH:6]=[CH:5]2.[CH:11]([B-](F)(F)F)=[CH2:12].[K+].C([O-])([O-])=O.[Cs+].[Cs+].C1(P(C2C=CC=CC=2)C2C=CC=CC=2)C=CC=CC=1, predict the reaction product. The product is: [CH:11]([C:2]1[CH:3]=[C:4]2[C:8](=[CH:9][CH:10]=1)[NH:7][CH:6]=[CH:5]2)=[CH2:12]. (4) Given the reactants [NH:1]1[CH2:6][CH2:5][CH2:4][CH2:3][CH2:2]1.[CH2:7]=O.[OH:9][C:10]1[C:17]([OH:18])=[C:16]([OH:19])[CH:15]=[CH:14][C:11]=1[CH:12]=[O:13], predict the reaction product. The product is: [OH:9][C:10]1[C:17]([OH:18])=[C:16]([OH:19])[C:15]([CH2:7][N:1]2[CH2:6][CH2:5][CH2:4][CH2:3][CH2:2]2)=[CH:14][C:11]=1[CH:12]=[O:13].